From a dataset of Reaction yield outcomes from USPTO patents with 853,638 reactions. Predict the reaction yield, written as a fraction of the theoretical maximum amount of product (1.0 means a 100% yield; for example, 0.34 means a 34% yield). (1) The reactants are [NH2:1][C:2]1[N:7]=[C:6]([C:8]([F:11])([F:10])[F:9])[CH:5]=[CH:4][N:3]=1.[Br:12]N1C(=O)CCC1=O.C(Cl)Cl.[OH-].[Na+]. The catalyst is C(Cl)(Cl)Cl. The product is [Br:12][C:5]1[C:6]([C:8]([F:11])([F:9])[F:10])=[N:7][C:2]([NH2:1])=[N:3][CH:4]=1. The yield is 0.820. (2) The reactants are [Cl:1][C:2]1[CH:27]=[CH:26][C:5]([CH2:6][N:7]2[C:15](=[O:16])[C:14]3[N:13]([CH3:17])[C:12]([CH2:18][CH3:19])=[N:11][C:10]=3[N:9]([CH2:20][C:21]([O:23]C)=[O:22])[C:8]2=[O:25])=[CH:4][CH:3]=1.[OH-].[Na+]. The catalyst is C(O)C. The product is [Cl:1][C:2]1[CH:3]=[CH:4][C:5]([CH2:6][N:7]2[C:15](=[O:16])[C:14]3[N:13]([CH3:17])[C:12]([CH2:18][CH3:19])=[N:11][C:10]=3[N:9]([CH2:20][C:21]([OH:23])=[O:22])[C:8]2=[O:25])=[CH:26][CH:27]=1. The yield is 0.670. (3) The reactants are [CH2:1]([O:3][C:4](=[O:35])[NH:5][C:6]1[N:15]([CH2:16][C:17]2[CH:22]=[CH:21][C:20]([O:23]CC3C=CC(OC)=CC=3)=[C:19]([O:33][CH3:34])[CH:18]=2)[C:9]2=[N:10][CH:11]=[C:12]([I:14])[CH:13]=[C:8]2[N:7]=1)[CH3:2].FC(F)(F)C(O)=O.C(=O)([O-])[O-].[K+].[K+]. The catalyst is ClCCl. The product is [CH2:1]([O:3][C:4](=[O:35])[NH:5][C:6]1[N:15]([CH2:16][C:17]2[CH:22]=[CH:21][C:20]([OH:23])=[C:19]([O:33][CH3:34])[CH:18]=2)[C:9]2=[N:10][CH:11]=[C:12]([I:14])[CH:13]=[C:8]2[N:7]=1)[CH3:2]. The yield is 0.700. (4) The reactants are [CH2:1]([C:5]1[N:10]=[C:9]([CH3:11])[N:8]([C:12]2[CH:17]=[CH:16][CH:15]=[C:14]([O:18][CH2:19][CH2:20][O:21][Si](C(C)(C)C)(C)C)[CH:13]=2)[C:7](=[O:29])[C:6]=1[CH2:30][C:31]1[CH:36]=[CH:35][C:34]([C:37]2[CH:42]=[CH:41][CH:40]=[CH:39][C:38]=2[C:43]2[NH:47][C:46](=[O:48])[O:45][N:44]=2)=[CH:33][CH:32]=1)[CH2:2][CH2:3][CH3:4].[F-].C([N+](CCCC)(CCCC)CCCC)CCC.C(OCC)(=O)C.O. The catalyst is O1CCCC1. The product is [CH2:1]([C:5]1[N:10]=[C:9]([CH3:11])[N:8]([C:12]2[CH:17]=[CH:16][CH:15]=[C:14]([O:18][CH2:19][CH2:20][OH:21])[CH:13]=2)[C:7](=[O:29])[C:6]=1[CH2:30][C:31]1[CH:36]=[CH:35][C:34]([C:37]2[CH:42]=[CH:41][CH:40]=[CH:39][C:38]=2[C:43]2[NH:47][C:46](=[O:48])[O:45][N:44]=2)=[CH:33][CH:32]=1)[CH2:2][CH2:3][CH3:4]. The yield is 0.700.